From a dataset of NCI-60 drug combinations with 297,098 pairs across 59 cell lines. Regression. Given two drug SMILES strings and cell line genomic features, predict the synergy score measuring deviation from expected non-interaction effect. (1) Drug 1: CCCCC(=O)OCC(=O)C1(CC(C2=C(C1)C(=C3C(=C2O)C(=O)C4=C(C3=O)C=CC=C4OC)O)OC5CC(C(C(O5)C)O)NC(=O)C(F)(F)F)O. Drug 2: C1C(C(OC1N2C=NC3=C2NC=NCC3O)CO)O. Cell line: M14. Synergy scores: CSS=53.4, Synergy_ZIP=-7.01, Synergy_Bliss=-12.5, Synergy_Loewe=-15.3, Synergy_HSA=-12.4. (2) Drug 1: CC(CN1CC(=O)NC(=O)C1)N2CC(=O)NC(=O)C2. Drug 2: C1=NC2=C(N=C(N=C2N1C3C(C(C(O3)CO)O)F)Cl)N. Cell line: UACC-257. Synergy scores: CSS=26.6, Synergy_ZIP=-1.77, Synergy_Bliss=-0.552, Synergy_Loewe=-7.41, Synergy_HSA=-1.67.